This data is from Forward reaction prediction with 1.9M reactions from USPTO patents (1976-2016). The task is: Predict the product of the given reaction. (1) Given the reactants O.[NH2:2][NH2:3].N1(CCCCN2C(=O)C3C(=CC=CC=3)C2=O)[CH2:9][CH2:8][CH2:7][CH2:6][CH2:5]1, predict the reaction product. The product is: [CH3:5][CH2:6][CH2:7][CH2:8][NH:2][N:3]1[CH2:9][CH2:8][CH2:7][CH2:6][CH2:5]1. (2) Given the reactants C([O:3][C:4](=O)[CH2:5][CH:6]1[S:10][C:9]([C:11]2[NH:12][C:13]3[C:18]([CH:19]=2)=[CH:17][CH:16]=[CH:15][C:14]=3[N:20]([CH3:29])[S:21]([C:24]2[S:25][CH:26]=[CH:27][N:28]=2)(=[O:23])=[O:22])=[N:8][CH2:7]1)C.[BH4-].[Li+], predict the reaction product. The product is: [OH:3][CH2:4][CH2:5][CH:6]1[S:10][C:9]([C:11]2[NH:12][C:13]3[C:18]([CH:19]=2)=[CH:17][CH:16]=[CH:15][C:14]=3[N:20]([CH3:29])[S:21]([C:24]2[S:25][CH:26]=[CH:27][N:28]=2)(=[O:22])=[O:23])=[N:8][CH2:7]1. (3) Given the reactants [C:1]([O:5][C:6]([N:8]1[CH2:13][CH2:12][N:11]([C:14]2[C:19]([N+:20]([O-])=O)=[CH:18][CH:17]=[CH:16][N:15]=2)[CH2:10][CH2:9]1)=[O:7])([CH3:4])([CH3:3])[CH3:2].[H][H], predict the reaction product. The product is: [C:1]([O:5][C:6]([N:8]1[CH2:13][CH2:12][N:11]([C:14]2[C:19]([NH2:20])=[CH:18][CH:17]=[CH:16][N:15]=2)[CH2:10][CH2:9]1)=[O:7])([CH3:4])([CH3:2])[CH3:3]. (4) Given the reactants CCO.[CH3:4][CH:5]([CH2:7][N:8]([S:32]([C:35]1[CH:36]=[CH:37][C:38]([NH2:41])=[CH:39][CH:40]=1)(=[O:34])=[O:33])[CH2:9][C@@H:10]([OH:31])[C@@H:11]([NH:19][C:20]([O:22][C@@H:23]1[C@@H:27]2[CH2:28][CH2:29][O:30][C@@H:26]2[O:25][CH2:24]1)=[O:21])[CH2:12][C:13]1[CH:14]=[CH:15][CH:16]=[CH:17][CH:18]=1)[CH3:6].C([O-])(=O)CCCCCCCCCCCCCCCCC.[Mg+2].C([O-])(=O)CCCCCCCCCCCCCCCCC, predict the reaction product. The product is: [CH3:6][CH:5]([CH2:7][N:8]([S:32]([C:35]1[CH:40]=[CH:39][C:38]([NH2:41])=[CH:37][CH:36]=1)(=[O:34])=[O:33])[CH2:9][C@@H:10]([OH:31])[C@@H:11]([NH:19][C:20]([O:22][C@@H:23]1[C@@H:27]2[CH2:28][CH2:29][O:30][C@@H:26]2[O:25][CH2:24]1)=[O:21])[CH2:12][C:13]1[CH:18]=[CH:17][CH:16]=[CH:15][CH:14]=1)[CH3:4].